This data is from Full USPTO retrosynthesis dataset with 1.9M reactions from patents (1976-2016). The task is: Predict the reactants needed to synthesize the given product. (1) Given the product [NH2:41][C:42]1([C:46]2[CH:51]=[CH:50][C:49]([C:52]3[C:53]([C:67]4[CH:68]=[CH:69][CH:70]=[CH:71][CH:72]=4)=[CH:54][C:55]4[N:60]([CH2:61][CH2:62][O:63][CH3:64])[C:59](=[O:65])[CH2:58][O:57][C:56]=4[N:66]=3)=[CH:48][CH:47]=2)[CH2:43][CH2:44][CH2:45]1, predict the reactants needed to synthesize it. The reactants are: N1C=CN=C1CN1C(=O)COC2N=C(C3C=CC(C4(N)CCC4)=CC=3)C(C3C=CC=CC=3)=CC1=2.C(OC(=O)[NH:41][C:42]1([C:46]2[CH:51]=[CH:50][C:49]([C:52]3[C:53]([C:67]4[CH:72]=[CH:71][CH:70]=[CH:69][CH:68]=4)=[CH:54][C:55]4[N:60]([CH2:61][CH2:62][O:63][CH3:64])[C:59](=[O:65])[CH2:58][O:57][C:56]=4[N:66]=3)=[CH:48][CH:47]=2)[CH2:45][CH2:44][CH2:43]1)(C)(C)C. (2) Given the product [Cl:44][C:45]1[C:46]([C:87](=[O:97])[N:88]([CH2:89][CH2:90][CH2:91][CH3:92])[CH2:93][CH2:94][CH2:95][CH3:96])=[N:47][N:48]([C:51]2[CH:61]=[CH:60][C:59]([C:62](=[O:86])[NH:63][S:64]([C:67]3[CH:76]=[CH:75][C:74]4[C:69](=[C:70]([O:77][CH2:78][CH2:79][N:80]5[CH2:81][CH2:82][O:83][CH2:84][CH2:85]5)[CH:71]=[CH:72][CH:73]=4)[CH:68]=3)(=[O:66])=[O:65])=[CH:58][C:52]=2[C:53]([OH:55])=[O:54])[C:49]=1[CH3:50], predict the reactants needed to synthesize it. The reactants are: ClC1C(C(=O)N(CCCC)CCCC)=NN(C2C=CC(C(=O)NS(C3C=CC4C(=CC=CC=4)C=3)(=O)=O)=CC=2C(O)=O)C=1C.[Cl:44][C:45]1[C:46]([C:87](=[O:97])[N:88]([CH2:93][CH2:94][CH2:95][CH3:96])[CH2:89][CH2:90][CH2:91][CH3:92])=[N:47][N:48]([C:51]2[CH:61]=[CH:60][C:59]([C:62](=[O:86])[NH:63][S:64]([C:67]3[CH:76]=[CH:75][C:74]4[C:69](=[C:70]([O:77][CH2:78][CH2:79][N:80]5[CH2:85][CH2:84][O:83][CH2:82][CH2:81]5)[CH:71]=[CH:72][CH:73]=4)[CH:68]=3)(=[O:66])=[O:65])=[CH:58][C:52]=2[C:53]([O:55]CC)=[O:54])[C:49]=1[CH3:50]. (3) Given the product [CH:1]1([C@@H:7]([NH:9][C:10]([C:12]2[C:21]3[C:16](=[CH:17][C:18]([Cl:22])=[CH:19][CH:20]=3)[N:15]=[C:14]([C:23]3[CH:28]=[CH:27][CH:26]=[CH:25][CH:24]=3)[C:13]=2[CH2:29][N:40]2[CH2:41][CH2:42][CH:37]([N:31]3[CH2:36][CH2:35][CH2:34][CH2:33][CH2:32]3)[CH2:38][CH2:39]2)=[O:11])[CH3:8])[CH2:6][CH2:5][CH2:4][CH2:3][CH2:2]1, predict the reactants needed to synthesize it. The reactants are: [CH:1]1([C@@H:7]([NH:9][C:10]([C:12]2[C:21]3[C:16](=[CH:17][C:18]([Cl:22])=[CH:19][CH:20]=3)[N:15]=[C:14]([C:23]3[CH:28]=[CH:27][CH:26]=[CH:25][CH:24]=3)[C:13]=2[CH2:29]Br)=[O:11])[CH3:8])[CH2:6][CH2:5][CH2:4][CH2:3][CH2:2]1.[N:31]1([CH:37]2[CH2:42][CH2:41][NH:40][CH2:39][CH2:38]2)[CH2:36][CH2:35][CH2:34][CH2:33][CH2:32]1.C(N(C(C)C)C(C)C)C.